From a dataset of Forward reaction prediction with 1.9M reactions from USPTO patents (1976-2016). Predict the product of the given reaction. The product is: [CH:1]1([C:4]2[CH:5]=[C:6]([CH:11]=[C:12]([CH:19]3[CH2:21][CH2:20]3)[C:13]=2[O:14][C:15]([F:16])([F:17])[F:18])[CH:7]=[O:8])[CH2:2][CH2:3]1. Given the reactants [CH:1]1([C:4]2[CH:5]=[C:6]([CH:11]=[C:12]([CH:19]3[CH2:21][CH2:20]3)[C:13]=2[O:14][C:15]([F:18])([F:17])[F:16])[C:7](OC)=[O:8])[CH2:3][CH2:2]1.CC(C[AlH]CC(C)C)C, predict the reaction product.